This data is from Forward reaction prediction with 1.9M reactions from USPTO patents (1976-2016). The task is: Predict the product of the given reaction. The product is: [CH:24]([C:22]1[N:23]=[C:19]([CH2:18][CH2:17][C:15]2[CH:14]=[CH:13][N:10]3[C:11](=[O:12])[C:6]([CH:4]4[CH2:5][CH:3]4[C:2]([OH:35])=[O:1])=[C:7]([N:27]4[CH2:32][CH2:31][O:30][CH2:29][CH2:28]4)[N:8]=[C:9]3[CH:16]=2)[S:20][CH:21]=1)([CH3:26])[CH3:25]. Given the reactants [OH:1][CH2:2][CH:3]1[CH2:5][CH:4]1[C:6]1[C:11](=[O:12])[N:10]2[CH:13]=[CH:14][C:15]([CH2:17][CH2:18][C:19]3[S:20][CH:21]=[C:22]([CH:24]([CH3:26])[CH3:25])[N:23]=3)=[CH:16][C:9]2=[N:8][C:7]=1[N:27]1[CH2:32][CH2:31][O:30][CH2:29][CH2:28]1.CC(C)=[O:35].OS(O)(=O)=O.O=[Cr](=O)=O.S([O-])([O-])(=O)=S.[Na+].[Na+], predict the reaction product.